From a dataset of Experimentally validated miRNA-target interactions with 360,000+ pairs, plus equal number of negative samples. Binary Classification. Given a miRNA mature sequence and a target amino acid sequence, predict their likelihood of interaction. (1) The miRNA is mmu-miR-1928 with sequence AGCUACAUUGCCAGCUC. The protein sequence of the target gene is MASVPAEAETRQRLLRTVKKEVKQIMEEAVTRKFVHEDSSHIISFCAAVEACVLHGLRRRAAGFLRSNKIAALFMKVGKGFPPAEELSRKVQELEQLIESARNQIQGLQENVRKLPKLPNLSPLAIKHLWIRTALFGRVLDKIVHYLVENSSKYYEKEALLMDPVDGPILASLLVGPCALEYTKMKTADHFWTDPSADELVQRHRIHSSHLRQDSPTKRPALCIQKRHSSGSMDDRPSISARDYVESLHQDSRATLLYGKNNVLVQPRDDMEAVPGYLSLHQTADVMTLKWTPNQLMNGS.... Result: 0 (no interaction). (2) The miRNA is mmu-miR-30b-5p with sequence UGUAAACAUCCUACACUCAGCU. The protein sequence of the target gene is MVQKESQAALEERESERNANPAAASGASLEQSVAPAPGEDNPSGAGAAAVVGAAGGARRFLCGVVEGFYGRPWVMEQRKELFRRLQKWELNTYLYAPKDDYKHRMFWREMYSVEEAEQLMTLISAAREYEIEFIYAISPGLDITFSNPKEVSTLKRKLDQVSQFGCRSFALLFDDIDHNMCAADKEVFSSFAHAQVSITNEIYQYLGEPETFLFCPTEYCGTFCYPNVSQSPYLRTVGEKLLPGIEVLWTGPKVVSKEIPVESIEEVSKIIKRAPVIWDNIHANDYDQKRLFLGPYKGRS.... Result: 1 (interaction). (3) The miRNA is hsa-miR-4638-5p with sequence ACUCGGCUGCGGUGGACAAGU. The protein sequence of the target gene is MEESVVRPSVFVVDGQTDIPFTRLGRSHRRQSCSVARVGLGLLLLLMGAGLAVQGWFLLQLHWRLGEMVTRLPDGPAGSWEQLIQERRSHEVNPAAHLTGANSSLTGSGGPLLWETQLGLAFLRGLSYHDGALVVTKAGYYYIYSKVQLGGVGCPLGLASTITHGLYKRTPRYPEELELLVSQQSPCGRATSSSRVWWDSSFLGGVVHLEAGEKVVVRVLDERLVRLRDGTRSYFGAFMV. Result: 1 (interaction). (4) The miRNA is hsa-miR-4453 with sequence GAGCUUGGUCUGUAGCGGUU. The protein sequence of the target gene is MNSDQVTLVGQVFESYVSEYHKNDILLILKERDEDAHYPVVVNAMTLFETNMEIGEYFNMFPSEVLTIFDSALRRSALTILQSLSQPEAVSMKQNLHARISGLPVCPELVREHIPKTKDVGHFLSVTGTVIRTSLVKVLEFERDYMCNKCKHVFVIKADFEQYYTFCRPSSCPSLESCDSSKFTCLSGLSSSPTRCRDYQEIKIQEQVQRLSVGSIPRSMKVILEDDLVDSCKSGDDLTIYGIVMQRWKPFQQDVRCEVEIVLKANYIQVNNEQSSGIIMDEEVQKEFEDFWEYYKSDPF.... Result: 1 (interaction). (5) The miRNA is hsa-miR-550b-3p with sequence UCUUACUCCCUCAGGCACUG. The protein sequence of the target gene is MDIPYYHYDHGGDSQYLPPGFRFHPTDEELITHYLLRKVLDGCFSSRAIAEVDLNKCEPWQLPGRAKMGEKEWYFFSLRDRKYPTGLRTNRATEAGYWKATGKDREIFSSKTCALVGMKKTLVFYKGRAPKGEKSNWVMHEYRLEGKFSYHFISRSSKDEWVISRVFQKTTLASTGAVSEGGGGGGATVSVSSGTGPSKKTKVPSTISRNYQEQPSSPSSVSLPPLLDPTTTLGYTDSSCSYDSRSTNTTVTASAITEHVSCFSTVPTTTTALGLDVNSFSRLPPPLGFDFDPFPRFVSR.... Result: 0 (no interaction). (6) The miRNA is mmu-miR-3064-3p with sequence UGCCACACUGCAACACCUUACA. The protein sequence of the target gene is MSGLDGGNKLPLAQTGGLAAPDHASGDPDRDQCQGLREETEATQVMANTGGGSLETVAEGGASQDPVDCGPALRVPVAGSRGGAATKAGQEDAPPSTKGLEAASAAEAADSSQKNGCQLGEPRGPAGQKALEACGAGGLGSQMIPGKKAKEVTTKKRAISAAVEKEGEAGAAMEEKKVVQKEKKVAGGVKEETRPRAPKINNCMDSLEAIDQELSNVNAQADRAFLQLERKFGRMRRLHMQRRSFIIQNIPGFWVTAFRNHPQLSPMISGQDEDMLRYMINLEVEELKHPRAGCKFKFIF.... Result: 0 (no interaction). (7) The miRNA is hsa-miR-1827 with sequence UGAGGCAGUAGAUUGAAU. The protein sequence of the target gene is MAETSEEVAVLVQRVVKDITNAFRRNPHIDEIGLIPCPEARYNRSPIVLVENKLGVESWCVKFLLPYVHNKLLLYRTRKQWLNRDELIDVTCTLLLLNPDFTTAWNVRKELILSGTLNPIKDLHLGKLALTKFPKSPETWIHRRWVLQQLIQETSLPSFVTKGNLGTIPTERAQRLIQEEMEVCGEAAGRYPSNYNAWSHRIWVLQHLAKLDVKILLDELSSTKHWASMHVSDHSGFHYRQFLLKSLISQTVIDSSVMEQNPLRSEPALVPPKDEEAAVSTEEPRINLPHLLEEEVEFST.... Result: 1 (interaction).